Dataset: Catalyst prediction with 721,799 reactions and 888 catalyst types from USPTO. Task: Predict which catalyst facilitates the given reaction. (1) Reactant: Br[C:2]1[C:7]([CH3:8])=[CH:6][CH:5]=[CH:4][N:3]=1.[C:9]([O:13][C:14]([N:16]1[CH2:21][CH2:20][C:19](=[O:22])[CH2:18][CH2:17]1)=[O:15])([CH3:12])([CH3:11])[CH3:10].O. Product: [OH:22][C:19]1([C:2]2[C:7]([CH3:8])=[CH:6][CH:5]=[CH:4][N:3]=2)[CH2:18][CH2:17][N:16]([C:14]([O:13][C:9]([CH3:12])([CH3:11])[CH3:10])=[O:15])[CH2:21][CH2:20]1. The catalyst class is: 1. (2) Reactant: CC(OI1(OC(C)=O)(OC(C)=O)OC(=O)C2C=CC=CC1=2)=O.[NH2:23][C:24]1[C:29]2=[C:30]([C:43]3[CH:48]=[CH:47][C:46]([NH:49][C:50]([NH:52][C:53]4[CH:58]=[C:57]([C:59]([F:62])([F:61])[F:60])[CH:56]=[CH:55][N:54]=4)=[O:51])=[CH:45][CH:44]=3)[C:31]([CH:40]([OH:42])[CH3:41])=[C:32]([CH2:33][N:34]3[CH2:39][CH2:38][O:37][CH2:36][CH2:35]3)[N:28]2[N:27]=[CH:26][N:25]=1.C([O-])(O)=O.[Na+].CCOC(C)=O. Product: [C:40]([C:31]1[C:30]([C:43]2[CH:48]=[CH:47][C:46]([NH:49][C:50]([NH:52][C:53]3[CH:58]=[C:57]([C:59]([F:60])([F:61])[F:62])[CH:56]=[CH:55][N:54]=3)=[O:51])=[CH:45][CH:44]=2)=[C:29]2[N:28]([C:32]=1[CH2:33][N:34]1[CH2:39][CH2:38][O:37][CH2:36][CH2:35]1)[N:27]=[CH:26][N:25]=[C:24]2[NH2:23])(=[O:42])[CH3:41]. The catalyst class is: 58.